Task: Predict the reaction yield, written as a fraction of the theoretical maximum amount of product (1.0 means a 100% yield; for example, 0.34 means a 34% yield).. Dataset: Reaction yield outcomes from USPTO patents with 853,638 reactions (1) The product is [Cl:16][C:17]1[CH:25]=[C:24]([Cl:26])[CH:23]=[CH:22][C:18]=1[CH:19]=[C:5]1[C:6]2[CH:14]=[CH:13][CH:12]=[CH:11][C:7]=2[CH2:8][CH2:9][C:10]2[CH:1]=[CH:2][S:3][C:4]1=2. The yield is 0.320. The reactants are [CH:1]1[C:10]2[CH2:9][CH2:8][C:7]3[CH:11]=[CH:12][CH:13]=[CH:14][C:6]=3[C:5](=O)[C:4]=2[S:3][CH:2]=1.[Cl:16][C:17]1[CH:25]=[C:24]([Cl:26])[CH:23]=[CH:22][C:18]=1[CH2:19][Mg]Cl. The catalyst is C1COCC1. (2) The reactants are [C:1]([O:5][C:6]([NH:8][CH:9]1[CH2:13][CH2:12][C@:11]([CH2:17][O:18][CH2:19][CH3:20])([C:14]([OH:16])=O)[CH2:10]1)=[O:7])([CH3:4])([CH3:3])[CH3:2].Cl.Cl.[F:23][C:24]([F:38])([F:37])[C:25]1[CH:30]=[CH:29][N:28]=[C:27]([N:31]2[CH2:36][CH2:35][NH:34][CH2:33][CH2:32]2)[CH:26]=1.C(N(CC)CC)C.F[P-](F)(F)(F)(F)F.N1(OC(N(C)C)=[N+](C)C)C2C=CC=CC=2N=N1. The catalyst is CN(C=O)C.C(Cl)Cl. The product is [CH2:19]([O:18][CH2:17][C@:11]1([C:14]([N:34]2[CH2:35][CH2:36][N:31]([C:27]3[CH:26]=[C:25]([C:24]([F:38])([F:23])[F:37])[CH:30]=[CH:29][N:28]=3)[CH2:32][CH2:33]2)=[O:16])[CH2:12][CH2:13][CH:9]([NH:8][C:6](=[O:7])[O:5][C:1]([CH3:2])([CH3:3])[CH3:4])[CH2:10]1)[CH3:20]. The yield is 0.400. (3) The reactants are [CH2:1]([NH:8][C:9]([C:11]1[S:12][C:13]([C:17]#[N:18])=[CH:14][C:15]=1[CH3:16])=[O:10])[C:2]1[CH:7]=[CH:6][CH:5]=[CH:4][CH:3]=1.O.[NH2:20][NH2:21]. The catalyst is C(O)C. The product is [CH2:1]([NH:8][C:9]([C:11]1[S:12][C:13]([C:17]([NH:20][NH2:21])=[NH:18])=[CH:14][C:15]=1[CH3:16])=[O:10])[C:2]1[CH:7]=[CH:6][CH:5]=[CH:4][CH:3]=1. The yield is 0.720. (4) The reactants are [Cl:1][C:2]1[N:7]=[C:6]([Cl:8])[CH:5]=[CH:4][N:3]=1.[CH3:9][C:10]([CH3:13])([O-:12])[CH3:11].[K+].C(OCC)(=O)C. The catalyst is C(O)(C)(C)C. The product is [C:10]([O:12][C:2]1[N:7]=[C:6]([Cl:8])[CH:5]=[CH:4][N:3]=1)([CH3:13])([CH3:11])[CH3:9].[C:10]([O:12][C:6]1[CH:5]=[CH:4][N:3]=[C:2]([Cl:1])[N:7]=1)([CH3:13])([CH3:11])[CH3:9]. The yield is 0.160.